This data is from Forward reaction prediction with 1.9M reactions from USPTO patents (1976-2016). The task is: Predict the product of the given reaction. (1) Given the reactants Cl.C(O[C:7]([N:9](C)[NH:10]/[CH:11]=[C:12](/[C:18](=O)[C:19]([O:21][CH2:22][CH3:23])=[O:20])\[C:13]([O:15][CH2:16][CH3:17])=[O:14])=O)(C)(C)C, predict the reaction product. The product is: [CH2:22]([O:21][C:19]([C:18]1[N:9]([CH3:7])[N:10]=[CH:11][C:12]=1[C:13]([O:15][CH2:16][CH3:17])=[O:14])=[O:20])[CH3:23]. (2) Given the reactants C([O:3][C:4](=[O:36])[CH2:5][C:6]1[CH:7]=[N:8][CH:9]=[C:10]([C:12]2[CH:17]=[CH:16][C:15]([C:18]([F:21])([F:20])[F:19])=[CH:14][C:13]=2[CH2:22][N:23]([C:26](=[O:35])[CH2:27][C:28]2[CH:29]=[N:30][C:31]([Cl:34])=[CH:32][CH:33]=2)[CH2:24][CH3:25])[CH:11]=1)C.[Li+].[OH-].Cl, predict the reaction product. The product is: [Cl:34][C:31]1[N:30]=[CH:29][C:28]([CH2:27][C:26]([N:23]([CH2:22][C:13]2[CH:14]=[C:15]([C:18]([F:21])([F:20])[F:19])[CH:16]=[CH:17][C:12]=2[C:10]2[CH:11]=[C:6]([CH2:5][C:4]([OH:36])=[O:3])[CH:7]=[N:8][CH:9]=2)[CH2:24][CH3:25])=[O:35])=[CH:33][CH:32]=1. (3) Given the reactants [CH2:1]([O:4][C@@H:5]1[C@@H:13]([CH2:14][O:15][Si](C(C)(C)C)(C)C)[O:12][C@H:11]2[C@H:7]([N:8]=[C:9]([N:23]([CH2:31][CH3:32])[C:24](=[O:30])[O:25][C:26]([CH3:29])([CH3:28])[CH3:27])[S:10]2)[C@H:6]1[O:33][CH2:34][CH:35]=[CH2:36])[CH:2]=[CH2:3].CCCC[N+](CCCC)(CCCC)CCCC.[F-], predict the reaction product. The product is: [CH2:1]([O:4][C@@H:5]1[C@@H:13]([CH2:14][OH:15])[O:12][C@H:11]2[C@H:7]([N:8]=[C:9]([N:23]([CH2:31][CH3:32])[C:24](=[O:30])[O:25][C:26]([CH3:27])([CH3:28])[CH3:29])[S:10]2)[C@H:6]1[O:33][CH2:34][CH:35]=[CH2:36])[CH:2]=[CH2:3]. (4) The product is: [CH3:16][CH:11]1[CH2:12][CH2:13][CH2:14][CH2:15][CH:10]1[C:8]1[S:7][N:6]=[C:5]([O:21][CH2:17][C:18]#[C:19][CH3:20])[N:9]=1. Given the reactants CS([C:5]1[N:9]=[C:8]([CH:10]2[CH2:15][CH2:14][CH2:13][CH2:12][CH:11]2[CH3:16])[S:7][N:6]=1)(=O)=O.[CH2:17]([OH:21])[C:18]#[C:19][CH3:20].[H-].[Na+], predict the reaction product. (5) Given the reactants [Cl:1][C:2]1[CH:36]=[CH:35][C:5]([CH2:6][N:7]2[C:15]3[C:14](=[O:16])[N:13]([CH2:17][CH2:18][CH2:19][O:20]C4CCCCO4)[C:12](=[O:27])[N:11]([CH3:28])[C:10]=3[N:9]=[C:8]2[CH2:29][CH2:30][CH2:31][O:32]CC)=[CH:4][CH:3]=1.C(Cl)(=O)C, predict the reaction product. The product is: [Cl:1][C:2]1[CH:3]=[CH:4][C:5]([CH2:6][N:7]2[C:15]3[C:14](=[O:16])[N:13]([CH2:17][CH2:18][CH2:19][OH:20])[C:12](=[O:27])[N:11]([CH3:28])[C:10]=3[N:9]=[C:8]2[CH2:29][CH2:30][CH2:31][OH:32])=[CH:35][CH:36]=1. (6) Given the reactants F[C:2]1[CH:7]=[C:6]([F:8])[CH:5]=[CH:4][C:3]=1[N+:9]([O-:11])=[O:10].[CH:12]1([NH2:16])[CH2:15][CH2:14][CH2:13]1.CCN(C(C)C)C(C)C, predict the reaction product. The product is: [CH:12]1([NH:16][C:2]2[CH:7]=[C:6]([F:8])[CH:5]=[CH:4][C:3]=2[N+:9]([O-:11])=[O:10])[CH2:15][CH2:14][CH2:13]1. (7) The product is: [NH:1]1[C:5]2[CH:6]=[CH:7][C:8]([C:10]([N:16]3[C@@H:17]4[C@@H:22]([C:21]5[CH:23]=[C:24]([C:27]#[N:28])[CH:25]=[CH:26][C:20]=5[CH2:19][CH2:18]4)[CH2:13][CH2:14][CH2:15]3)=[O:12])=[CH:9][C:4]=2[N:3]=[CH:2]1. Given the reactants [NH:1]1[C:5]2[CH:6]=[CH:7][C:8]([C:10]([OH:12])=O)=[CH:9][C:4]=2[N:3]=[CH:2]1.[CH2:13]1[C@H:22]2[C@H:17]([CH2:18][CH2:19][C:20]3[CH:26]=[CH:25][C:24]([C:27]#[N:28])=[CH:23][C:21]=32)[NH:16][CH2:15][CH2:14]1, predict the reaction product. (8) Given the reactants [Cl:1][C:2]1[N:10]=[CH:9][C:8]([F:11])=[CH:7][C:3]=1[C:4](O)=[O:5].C[N:13](C=O)C.C(Cl)(=O)C(Cl)=O, predict the reaction product. The product is: [Cl:1][C:2]1[N:10]=[CH:9][C:8]([F:11])=[CH:7][C:3]=1[C:4]([NH2:13])=[O:5]. (9) Given the reactants [C:1]([O:5][C:6]([NH:8][CH:9]([CH2:14][CH:15]([C:19]1[CH:24]=[CH:23][C:22]([Cl:25])=[CH:21][CH:20]=1)[C:16](=O)[CH3:17])[C:10](OC)=[O:11])=[O:7])([CH3:4])([CH3:3])[CH3:2].C([O-])(=O)C.[NH4+].C(O)(=O)C.C([BH3-])#[N:36].[Na+].C(=O)(O)[O-].[Na+].C(=O)([O-])[O-].[K+].[K+], predict the reaction product. The product is: [C:1]([O:5][C:6](=[O:7])[NH:8][CH:9]1[CH2:14][CH:15]([C:19]2[CH:24]=[CH:23][C:22]([Cl:25])=[CH:21][CH:20]=2)[CH:16]([CH3:17])[NH:36][C:10]1=[O:11])([CH3:4])([CH3:3])[CH3:2]. (10) Given the reactants Cl[C:2](Cl)([O:4]C(=O)OC(Cl)(Cl)Cl)Cl.[C:13]([C:17]1[CH:23]=[CH:22][C:20]([NH2:21])=[CH:19][C:18]=1[F:24])([CH3:16])([CH3:15])[CH3:14].[NH2:25][C:26]1[N:34]=[CH:33][N:32]=[C:31]2[C:27]=1[N:28]=[CH:29][N:30]2[C@H:35]1[C@@H:39]2[O:40][C:41]([CH3:44])([CH3:43])[O:42][C@@H:38]2[C@@H:37]([CH2:45][N:46]([CH3:51])[CH2:47][CH2:48][CH2:49][NH2:50])[O:36]1.O, predict the reaction product. The product is: [NH2:25][C:26]1[N:34]=[CH:33][N:32]=[C:31]2[C:27]=1[N:28]=[CH:29][N:30]2[C@H:35]1[CH:39]2[C@H:38]([O:42][C:41]([CH3:43])([CH3:44])[O:40]2)[C@@H:37]([CH2:45][N:46]([CH3:51])[CH2:47][CH2:48][CH2:49][NH:50][C:2]([NH:21][C:20]2[CH:22]=[CH:23][C:17]([C:13]([CH3:16])([CH3:14])[CH3:15])=[C:18]([F:24])[CH:19]=2)=[O:4])[O:36]1.